This data is from NCI-60 drug combinations with 297,098 pairs across 59 cell lines. The task is: Regression. Given two drug SMILES strings and cell line genomic features, predict the synergy score measuring deviation from expected non-interaction effect. (1) Drug 1: CC12CCC3C(C1CCC2=O)CC(=C)C4=CC(=O)C=CC34C. Drug 2: CC(C)(C#N)C1=CC(=CC(=C1)CN2C=NC=N2)C(C)(C)C#N. Cell line: NCI-H460. Synergy scores: CSS=8.09, Synergy_ZIP=0.0718, Synergy_Bliss=0.239, Synergy_Loewe=1.08, Synergy_HSA=0.903. (2) Drug 2: CC1=C(C(CCC1)(C)C)C=CC(=CC=CC(=CC(=O)O)C)C. Synergy scores: CSS=-0.941, Synergy_ZIP=-0.231, Synergy_Bliss=-2.66, Synergy_Loewe=-2.35, Synergy_HSA=-3.58. Drug 1: CN(C)C1=NC(=NC(=N1)N(C)C)N(C)C. Cell line: PC-3. (3) Synergy scores: CSS=25.4, Synergy_ZIP=-2.87, Synergy_Bliss=-3.15, Synergy_Loewe=-43.6, Synergy_HSA=-6.33. Drug 1: CS(=O)(=O)C1=CC(=C(C=C1)C(=O)NC2=CC(=C(C=C2)Cl)C3=CC=CC=N3)Cl. Cell line: SK-MEL-2. Drug 2: C1=NC2=C(N=C(N=C2N1C3C(C(C(O3)CO)O)F)Cl)N. (4) Drug 1: COC1=CC(=CC(=C1O)OC)C2C3C(COC3=O)C(C4=CC5=C(C=C24)OCO5)OC6C(C(C7C(O6)COC(O7)C8=CC=CS8)O)O. Drug 2: C1CC(C1)(C(=O)O)C(=O)O.[NH2-].[NH2-].[Pt+2]. Cell line: A549. Synergy scores: CSS=40.7, Synergy_ZIP=-8.71, Synergy_Bliss=-4.52, Synergy_Loewe=-10.1, Synergy_HSA=1.95. (5) Drug 1: CNC(=O)C1=CC=CC=C1SC2=CC3=C(C=C2)C(=NN3)C=CC4=CC=CC=N4. Drug 2: C1=C(C(=O)NC(=O)N1)F. Cell line: A498. Synergy scores: CSS=50.4, Synergy_ZIP=-5.16, Synergy_Bliss=-8.20, Synergy_Loewe=-6.30, Synergy_HSA=-5.73. (6) Drug 1: C1CN1P(=S)(N2CC2)N3CC3. Drug 2: CS(=O)(=O)CCNCC1=CC=C(O1)C2=CC3=C(C=C2)N=CN=C3NC4=CC(=C(C=C4)OCC5=CC(=CC=C5)F)Cl. Cell line: SR. Synergy scores: CSS=54.9, Synergy_ZIP=1.69, Synergy_Bliss=2.18, Synergy_Loewe=-16.3, Synergy_HSA=0.564. (7) Drug 1: C1=C(C(=O)NC(=O)N1)F. Drug 2: C1=CC(=CC=C1CCCC(=O)O)N(CCCl)CCCl. Cell line: CCRF-CEM. Synergy scores: CSS=39.1, Synergy_ZIP=-15.1, Synergy_Bliss=-23.5, Synergy_Loewe=-17.8, Synergy_HSA=-15.8. (8) Drug 1: C1CN1P(=S)(N2CC2)N3CC3. Drug 2: C1=CC=C(C(=C1)C(C2=CC=C(C=C2)Cl)C(Cl)Cl)Cl. Cell line: HT29. Synergy scores: CSS=9.25, Synergy_ZIP=0.497, Synergy_Bliss=-0.0785, Synergy_Loewe=-3.07, Synergy_HSA=-2.45.